From a dataset of Retrosynthesis with 50K atom-mapped reactions and 10 reaction types from USPTO. Predict the reactants needed to synthesize the given product. (1) The reactants are: CCCNCCC.O=C(O)Cn1c(-c2ccc(Cl)c(Cl)c2)nc2cccnc21. Given the product CCCN(CCC)C(=O)Cn1c(-c2ccc(Cl)c(Cl)c2)nc2cccnc21, predict the reactants needed to synthesize it. (2) Given the product CC(C)NC(=O)c1ccc2n1CCNC2C, predict the reactants needed to synthesize it. The reactants are: CC(C)NC(=O)c1ccc2n1CCN(C(=O)OC(C)(C)C)C2C. (3) Given the product CC(C)(NC(=O)c1ccc(N2CC(F)(F)C2)c(OCC2CC2)n1)c1nccs1, predict the reactants needed to synthesize it. The reactants are: CC(C)(N)c1nccs1.O=C(O)c1ccc(N2CC(F)(F)C2)c(OCC2CC2)n1. (4) Given the product Cc1cc(-c2nc(-c3ccc(C4(C(F)(F)F)CC4)cc3)no2)nn1Cc1ccc(Cl)nc1, predict the reactants needed to synthesize it. The reactants are: CS(=O)(=O)OCc1ccc(Cl)nc1.Cc1cc(-c2nc(-c3ccc(C4(C(F)(F)F)CC4)cc3)no2)n[nH]1. (5) Given the product COC(=O)C[C@@H]1COc2cc(O[C@@H]3CCc4c(-c5c(C)cc(-c6cccc(C)n6)cc5C)ccc(F)c43)ccc21, predict the reactants needed to synthesize it. The reactants are: COC(=O)C[C@@H]1COc2cc(O[C@@H]3CCc4c(Br)ccc(F)c43)ccc21.Cc1cccc(-c2cc(C)c(Br)c(C)c2)n1. (6) The reactants are: CN1CCNCC1.COc1nnc(Cl)cc1-c1cc2ccc(C=O)cc2n1C(=O)OC(C)(C)C. Given the product COc1nnc(Cl)cc1-c1cc2ccc(CN3CCN(C)CC3)cc2n1C(=O)OC(C)(C)C, predict the reactants needed to synthesize it.